From a dataset of CYP3A4 inhibition data for predicting drug metabolism from PubChem BioAssay. Regression/Classification. Given a drug SMILES string, predict its absorption, distribution, metabolism, or excretion properties. Task type varies by dataset: regression for continuous measurements (e.g., permeability, clearance, half-life) or binary classification for categorical outcomes (e.g., BBB penetration, CYP inhibition). Dataset: cyp3a4_veith. The drug is CC1CCN(CCOc2cc(Cl)ccc2Cl)CC1. The result is 0 (non-inhibitor).